From a dataset of Reaction yield outcomes from USPTO patents with 853,638 reactions. Predict the reaction yield, written as a fraction of the theoretical maximum amount of product (1.0 means a 100% yield; for example, 0.34 means a 34% yield). (1) The reactants are [NH2:1][C:2]1[CH:3]=[C:4]([N:18]2[CH2:24][CH2:23][CH2:22][N:21]([C:25]([O:27][C:28]([CH3:31])([CH3:30])[CH3:29])=[O:26])[CH2:20][CH2:19]2)[CH:5]=[CH:6][C:7]=1[S:8]([C:11]1[CH:16]=[CH:15][CH:14]=[C:13]([F:17])[CH:12]=1)(=[O:10])=[O:9].[C:32](OC(=O)C)(=[O:34])[CH3:33]. The catalyst is C1(C)C=CC=CC=1. The product is [C:32]([NH:1][C:2]1[CH:3]=[C:4]([N:18]2[CH2:24][CH2:23][CH2:22][N:21]([C:25]([O:27][C:28]([CH3:31])([CH3:30])[CH3:29])=[O:26])[CH2:20][CH2:19]2)[CH:5]=[CH:6][C:7]=1[S:8]([C:11]1[CH:16]=[CH:15][CH:14]=[C:13]([F:17])[CH:12]=1)(=[O:9])=[O:10])(=[O:34])[CH3:33]. The yield is 0.970. (2) The reactants are [CH3:1][C:2]1[CH:3]=[CH:4][C:5]([CH3:8])=[CH:6][CH:7]=1.[Al+3].[Cl-].[Cl-].[Cl-].Br[C:14]([CH3:19])([CH3:18])[C:15](Br)=[O:16].Br.Cl. The catalyst is ClC1C=CC=CC=1. The product is [CH3:18][CH:14]1[CH2:19][C:4]2[C:3](=[C:2]([CH3:1])[CH:7]=[CH:6][C:5]=2[CH3:8])[C:15]1=[O:16]. The yield is 0.980. (3) The product is [F:1][C:2]1[CH:3]=[CH:4][C:5]([C@@H:8]2[O:9][CH2:10][CH2:11][N:12]([CH2:14][C:15]3[CH:16]=[CH:17][CH:18]=[CH:19][CH:20]=3)[CH2:13]2)=[CH:6][CH:7]=1. The reactants are [F:1][C:2]1[CH:7]=[CH:6][C:5]([C@H:8]2[CH2:13][N:12]([CH2:14][C:15]3[CH:20]=[CH:19][CH:18]=[CH:17][CH:16]=3)[C:11](=O)[CH2:10][O:9]2)=[CH:4][CH:3]=1.[H-].COCCO[Al+]OCCOC.[Na+].[H-].N1CCOCC1=O. The catalyst is O1CCCC1. The yield is 0.920. (4) The reactants are [Cl:1][C:2]1[C:20]([Cl:21])=[CH:19][C:5]2[N:6]([C:9]3[S:13][C:12]([C:14]([O:16][CH3:17])=[O:15])=[C:11]([OH:18])[CH:10]=3)[CH:7]=[N:8][C:4]=2[CH:3]=1.[CH2:22](O)[C:23]1[O:27][CH:26]=[CH:25][CH:24]=1.N(C(OCC)=O)NC(OCC)=O. No catalyst specified. The product is [Cl:1][C:2]1[C:20]([Cl:21])=[CH:19][C:5]2[N:6]([C:9]3[S:13][C:12]([C:14]([O:16][CH3:17])=[O:15])=[C:11]([O:18][CH2:22][C:23]4[O:27][CH:26]=[CH:25][CH:24]=4)[CH:10]=3)[CH:7]=[N:8][C:4]=2[CH:3]=1. The yield is 0.470. (5) The reactants are [F:1][C:2]1[CH:7]=[C:6]([N+:8]([O-:10])=[O:9])[CH:5]=[CH:4][C:3]=1[N:11]1[C@H:15]([CH2:16][CH3:17])[CH2:14][O:13][CH:12]1[C:18]([F:21])([F:20])[F:19].[SiH](CC)(CC)CC.CO. The catalyst is C(Cl)(Cl)Cl.O. The product is [F:1][C:2]1[CH:7]=[C:6]([N+:8]([O-:10])=[O:9])[CH:5]=[CH:4][C:3]=1[N:11]([CH2:12][C:18]([F:21])([F:20])[F:19])[C@H:15]([CH2:16][CH3:17])[CH2:14][OH:13]. The yield is 0.590. (6) The reactants are [CH3:1][C:2]1([CH3:20])[CH2:6][C:5]2[C:7]([CH3:19])=[C:8]([N:13]3[CH2:18][CH2:17][NH:16][CH2:15][CH2:14]3)[C:9]([CH3:12])=[C:10]([CH3:11])[C:4]=2[O:3]1.Br[C:22]1[CH:27]=[CH:26][C:25]([CH3:28])=[C:24]([CH3:29])[CH:23]=1. No catalyst specified. The product is [CH3:29][C:24]1[CH:23]=[C:22]([N:16]2[CH2:15][CH2:14][N:13]([C:8]3[C:9]([CH3:12])=[C:10]([CH3:11])[C:4]4[O:3][C:2]([CH3:20])([CH3:1])[CH2:6][C:5]=4[C:7]=3[CH3:19])[CH2:18][CH2:17]2)[CH:27]=[CH:26][C:25]=1[CH3:28]. The yield is 0.180. (7) The reactants are [F-:1].[K+].Cl[C:4]1[N:8]([CH3:9])[N:7]=[C:6]([C:10]([F:13])([F:12])[F:11])[C:5]=1[CH:14]=[O:15].O. The catalyst is CS(C)=O. The product is [F:1][C:4]1[N:8]([CH3:9])[N:7]=[C:6]([C:10]([F:13])([F:12])[F:11])[C:5]=1[CH:14]=[O:15]. The yield is 0.660. (8) The reactants are [Cl:1][C:2]1[CH:7]=[CH:6][C:5]([C:8]2[N:12]([C:13]3[CH:18]=[CH:17][C:16]([Cl:19])=[CH:15][C:14]=3[Cl:20])[N:11]=[C:10]([C:21](O)=[O:22])[C:9]=2[CH3:24])=[CH:4][CH:3]=1.C(N(CC)CC)C.[C:32]1([C:38]2([NH:44][C:45](=[O:51])[O:46][C:47]([CH3:50])([CH3:49])[CH3:48])[CH2:43][CH2:42][NH:41][CH2:40][CH2:39]2)[CH:37]=[CH:36][CH:35]=[CH:34][CH:33]=1.F[P-](F)(F)(F)(F)F.N1(O[P+](N(C)C)(N(C)C)N(C)C)C2C=CC=CC=2N=N1. The catalyst is O1CCCC1. The product is [Cl:1][C:2]1[CH:3]=[CH:4][C:5]([C:8]2[N:12]([C:13]3[CH:18]=[CH:17][C:16]([Cl:19])=[CH:15][C:14]=3[Cl:20])[N:11]=[C:10]([C:21]([N:41]3[CH2:42][CH2:43][C:38]([NH:44][C:45](=[O:51])[O:46][C:47]([CH3:48])([CH3:50])[CH3:49])([C:32]4[CH:33]=[CH:34][CH:35]=[CH:36][CH:37]=4)[CH2:39][CH2:40]3)=[O:22])[C:9]=2[CH3:24])=[CH:6][CH:7]=1. The yield is 0.870.